Task: Predict which catalyst facilitates the given reaction.. Dataset: Catalyst prediction with 721,799 reactions and 888 catalyst types from USPTO (1) Reactant: [CH3:1][Mg]Br.[Cl:4][C:5]1[CH:12]=[CH:11][C:8]([CH:9]=[O:10])=[CH:7][C:6]=1[F:13].[NH4+].[Cl-]. Product: [Cl:4][C:5]1[CH:12]=[CH:11][C:8]([CH:9]([OH:10])[CH3:1])=[CH:7][C:6]=1[F:13]. The catalyst class is: 7. (2) Reactant: [CH:1]1([CH2:4][O:5][C:6]2[CH:11]=[C:10]([CH2:12][NH:13][C:14]3[CH:19]=[C:18]([CH3:20])[N:17]=[C:16]([CH3:21])[N:15]=3)[CH:9]=[CH:8][C:7]=2[OH:22])[CH2:3][CH2:2]1.Cl[C:24]1[CH:25]=[CH:26][C:27]2[N:28]([C:30]([N+:33]([O-:35])=[O:34])=[CH:31][N:32]=2)[N:29]=1.C(=O)([O-])[O-].[K+].[K+]. Product: [CH:1]1([CH2:4][O:5][C:6]2[CH:11]=[C:10]([CH:9]=[CH:8][C:7]=2[O:22][C:24]2[CH:25]=[CH:26][C:27]3[N:28]([C:30]([N+:33]([O-:35])=[O:34])=[CH:31][N:32]=3)[N:29]=2)[CH2:12][NH:13][C:14]2[CH:19]=[C:18]([CH3:20])[N:17]=[C:16]([CH3:21])[N:15]=2)[CH2:3][CH2:2]1. The catalyst class is: 9. (3) Reactant: [OH:1][CH2:2][CH2:3][NH:4][CH2:5][CH2:6][CH2:7][C:8]1[CH:15]=[CH:14][C:11]([C:12]#[N:13])=[CH:10][CH:9]=1.[NH2:16][C:17](N)=[O:18]. Product: [C:12]([C:11]1[CH:14]=[CH:15][C:8]([CH2:7][CH2:6][CH2:5][N:4]([CH2:3][CH2:2][OH:1])[C:17]([NH2:16])=[O:18])=[CH:9][CH:10]=1)#[N:13]. The catalyst class is: 6. (4) Reactant: [C:1]([O:5][C:6](=[O:17])[NH:7][CH2:8][C:9]1[CH:14]=[CH:13][C:12]([OH:15])=[C:11]([OH:16])[CH:10]=1)([CH3:4])([CH3:3])[CH3:2].C1C=CC(N([S:25]([C:28]([F:31])([F:30])[F:29])(=[O:27])=[O:26])[S:25]([C:28]([F:31])([F:30])[F:29])(=[O:27])=[O:26])=CC=1.CCN(CC)CC.[OH2:46]. Product: [C:1]([O:5][C:6]([NH:7][CH2:8][C:9]1[CH:14]=[CH:13][C:12]([O:15][S:25]([C:28]([F:31])([F:30])[F:29])(=[O:26])=[O:46])=[C:11]([O:16][S:25]([C:28]([F:31])([F:30])[F:29])(=[O:27])=[O:26])[CH:10]=1)=[O:17])([CH3:4])([CH3:2])[CH3:3]. The catalyst class is: 2. (5) Product: [CH3:8][C:6]1[C:5]([N+:9]([O-:11])=[O:10])=[CH:4][CH:3]=[C:2]([CH:12]=[CH2:13])[N:7]=1. The catalyst class is: 109. Reactant: Cl[C:2]1[N:7]=[C:6]([CH3:8])[C:5]([N+:9]([O-:11])=[O:10])=[CH:4][CH:3]=1.[CH2:12]([Sn](CCCC)(CCCC)C=C)[CH2:13]CC. (6) Reactant: [CH3:1][O:2][C:3]1[CH:4]=[C:5]([NH2:15])[CH:6]=[CH:7][C:8]=1[N:9]1[CH:13]=[C:12]([CH3:14])[N:11]=[CH:10]1.[Cl:16][C:17]1[CH:22]=[CH:21][C:20]([C:23](=O)[CH2:24][S:25][C:26]#[N:27])=[CH:19][CH:18]=1. Product: [Cl:16][C:17]1[CH:22]=[CH:21][C:20]([C:23]2[N:27]=[C:26]([NH:15][C:5]3[CH:6]=[CH:7][C:8]([N:9]4[CH:13]=[C:12]([CH3:14])[N:11]=[CH:10]4)=[C:3]([O:2][CH3:1])[CH:4]=3)[S:25][CH:24]=2)=[CH:19][CH:18]=1. The catalyst class is: 714. (7) Product: [CH3:20][O:19][C:16]1[CH:17]=[CH:18][C:13]([CH2:12][CH:7]2[C:6](=[O:22])[C:5]3[C:10](=[CH:11][C:2]([OH:1])=[C:3]([O:25][CH3:26])[C:4]=3[OH:23])[O:9][CH2:8]2)=[CH:14][C:15]=1[OH:21]. Reactant: [OH:1][C:2]1[CH:11]=[C:10]2[C:5]([C:6](=[O:22])[CH:7]([CH2:12][C:13]3[CH:18]=[CH:17][C:16]([O:19][CH3:20])=[C:15]([OH:21])[CH:14]=3)[CH2:8][O:9]2)=[C:4]([O:23]C)[C:3]=1[O:25][CH3:26].[Si](I)(C)(C)C. The catalyst class is: 22.